From a dataset of Full USPTO retrosynthesis dataset with 1.9M reactions from patents (1976-2016). Predict the reactants needed to synthesize the given product. (1) The reactants are: FC(F)(F)S(O[C:7]1[CH:16]=[CH:15][C:14]2[C:9](=[CH:10][CH:11]=[C:12]([C@:17]3([CH3:23])[CH2:21][O:20][C:19](=[O:22])[NH:18]3)[CH:13]=2)[CH:8]=1)(=O)=O.[CH2:26]([O:33][C:34]1[CH:35]=[C:36]([SH:40])[CH:37]=[CH:38][CH:39]=1)[C:27]1[CH:32]=[CH:31][CH:30]=[CH:29][CH:28]=1.CC1(C)C2C(=C(P(C3C=CC=CC=3)C3C=CC=CC=3)C=CC=2)OC2C(P(C3C=CC=CC=3)C3C=CC=CC=3)=CC=CC1=2.O1CCOCC1.C(N(CC)C(C)C)(C)C. Given the product [CH2:26]([O:33][C:34]1[CH:35]=[C:36]([S:40][C:7]2[CH:8]=[C:9]3[C:14](=[CH:15][CH:16]=2)[CH:13]=[C:12]([C@:17]2([CH3:23])[CH2:21][O:20][C:19](=[O:22])[NH:18]2)[CH:11]=[CH:10]3)[CH:37]=[CH:38][CH:39]=1)[C:27]1[CH:28]=[CH:29][CH:30]=[CH:31][CH:32]=1, predict the reactants needed to synthesize it. (2) The reactants are: [I:1][C:2]1[CH:7]=[CH:6][C:5]([O:8][CH3:9])=[CH:4][C:3]=1[O:10][CH2:11][O:12][CH3:13].[Br:14]N1C(=O)CCC1=O. Given the product [I:1][C:2]1[CH:7]=[C:6]([Br:14])[C:5]([O:8][CH3:9])=[CH:4][C:3]=1[O:10][CH2:11][O:12][CH3:13], predict the reactants needed to synthesize it. (3) Given the product [OH:19][CH2:20][C:9](=[O:11])[CH2:8][CH:7]([C:1]1[CH:2]=[CH:3][CH:4]=[CH:5][CH:6]=1)[CH3:12], predict the reactants needed to synthesize it. The reactants are: [C:1]1([CH:7]([CH3:12])[CH2:8][C:9]([OH:11])=O)[CH:6]=[CH:5][CH:4]=[CH:3][CH:2]=1.S(Cl)(Cl)=O.C[Si](C)(C)[O:19][CH:20](O[Si](C)(C)C)CO[Si](C)(C)C.